From a dataset of Full USPTO retrosynthesis dataset with 1.9M reactions from patents (1976-2016). Predict the reactants needed to synthesize the given product. (1) Given the product [CH3:1][O:2][C:3]1[N:8]=[C:7]2[C:9]([C:13]3[N:23]([S:24]([C:27]4[CH:32]=[CH:31][C:30]([CH3:33])=[CH:29][CH:28]=4)(=[O:26])=[O:25])[C:16]4=[N:17][CH:18]=[CH:19][C:20]([CH2:21][NH:48][CH2:47][C:46]5[CH:45]=[CH:44][C:43]([N:40]6[CH2:39][CH2:38][N:37]([CH3:36])[CH2:42][CH2:41]6)=[CH:50][CH:49]=5)=[C:15]4[CH:14]=3)=[CH:10][N:11]([CH3:12])[C:6]2=[CH:5][C:4]=1[O:34][CH3:35], predict the reactants needed to synthesize it. The reactants are: [CH3:1][O:2][C:3]1[N:8]=[C:7]2[C:9]([C:13]3[N:23]([S:24]([C:27]4[CH:32]=[CH:31][C:30]([CH3:33])=[CH:29][CH:28]=4)(=[O:26])=[O:25])[C:16]4[N:17]=[CH:18][CH:19]=[C:20]([CH:21]=O)[C:15]=4[CH:14]=3)=[CH:10][N:11]([CH3:12])[C:6]2=[CH:5][C:4]=1[O:34][CH3:35].[CH3:36][N:37]1[CH2:42][CH2:41][N:40]([C:43]2[CH:50]=[CH:49][C:46]([CH2:47][NH2:48])=[CH:45][CH:44]=2)[CH2:39][CH2:38]1. (2) Given the product [CH2:1]1[C:9]2[C:4](=[CH:5][CH:6]=[CH:7][CH:8]=2)[CH:3]=[CH:2]1, predict the reactants needed to synthesize it. The reactants are: [CH2:1]1[C:9]2[C:4](=[CH:5][CH:6]=[CH:7][CH:8]=2)[CH2:3][C:2]1=O.C1C2C(=CC=CC=2)C=CC=1.OC1CC2C(=CC=CC=2)C1=O. (3) Given the product [CH2:1]([N:8]1[C:19](=[O:20])[C:18]2[CH:21]=[CH:22][CH:23]=[CH:24][C:17]=2[O:16][C:10]2([CH2:11][CH2:12][N:13]([CH2:33][CH2:32][CH2:31][C:25]3[CH:30]=[CH:29][CH:28]=[CH:27][CH:26]=3)[CH2:14][CH2:15]2)[CH2:9]1)[C:2]1[CH:3]=[CH:4][CH:5]=[CH:6][CH:7]=1, predict the reactants needed to synthesize it. The reactants are: [CH2:1]([N:8]1[C:19](=[O:20])[C:18]2[CH:21]=[CH:22][CH:23]=[CH:24][C:17]=2[O:16][C:10]2([CH2:15][CH2:14][NH:13][CH2:12][CH2:11]2)[CH2:9]1)[C:2]1[CH:7]=[CH:6][CH:5]=[CH:4][CH:3]=1.[C:25]1([CH2:31][CH2:32][CH:33]=O)[CH:30]=[CH:29][CH:28]=[CH:27][CH:26]=1. (4) Given the product [OH:47][C:48]1[C:2]2[CH2:7][N:6]([C:8]([O:10][C:11]([CH3:12])([CH3:13])[CH3:14])=[O:9])[CH:5]([C:15]([O:17][CH3:18])=[O:16])[CH2:4][C:3]=2[NH:50][N:49]=1, predict the reactants needed to synthesize it. The reactants are: O=[C:2]1[CH2:7][N:6]([C:8]([O:10][C:11]([CH3:14])([CH3:13])[CH3:12])=[O:9])[CH:5]([C:15]([O:17][CH3:18])=[O:16])[CH2:4][CH:3]1C(OCC)=O.O=C1C(C(OCC)=O)CN(C(OC(C)(C)C)=O)C(C(OC)=O)C1.[OH:47][C:48]1C2CC(C(OC)=O)N(C(OC(C)(C)C)=O)CC=2[NH:50][N:49]=1. (5) Given the product [CH3:20][O:21][C:22]1[CH:27]=[CH:26][C:25]([CH2:28][NH:29][C:16]([C:13]2[CH:12]=[CH:11][C:10]3[C:9](=[O:19])[C:8]4[C:3](=[CH:4][CH:5]=[CH:6][CH:7]=4)[C:2](=[O:1])[C:15]=3[CH:14]=2)=[O:17])=[CH:24][CH:23]=1, predict the reactants needed to synthesize it. The reactants are: [O:1]=[C:2]1[C:15]2[CH:14]=[C:13]([C:16](O)=[O:17])[CH:12]=[CH:11][C:10]=2[C:9](=[O:19])[C:8]2[C:3]1=[CH:4][CH:5]=[CH:6][CH:7]=2.[CH3:20][O:21][C:22]1[CH:27]=[CH:26][C:25]([CH2:28][NH2:29])=[CH:24][CH:23]=1.CN(C(ON1N=NC2C=CC=NC1=2)=[N+](C)C)C.F[P-](F)(F)(F)(F)F.CCN(C(C)C)C(C)C. (6) Given the product [ClH:33].[NH:3]1[C:4]2[CH:9]=[CH:8][C:7]([C:10]3[N:14]=[C:13]([C:15]4[CH:16]=[CH:17][C:18]([O:23][CH:24]([CH3:29])[C:25]([F:27])([F:28])[F:26])=[C:19]([CH2:20][OH:21])[CH:22]=4)[O:12][N:11]=3)=[CH:6][C:5]=2[N:1]=[CH:2]1, predict the reactants needed to synthesize it. The reactants are: [NH:1]1[C:5]2[CH:6]=[C:7]([C:10]3[N:14]=[C:13]([C:15]4[CH:16]=[CH:17][C:18]([O:23][CH:24]([CH3:29])[C:25]([F:28])([F:27])[F:26])=[C:19]([CH:22]=4)[CH:20]=[O:21])[O:12][N:11]=3)[CH:8]=[CH:9][C:4]=2[N:3]=[CH:2]1.[BH4-].[Na+].[NH4+].[Cl-:33]. (7) Given the product [Cl:1][C:2]1[N:3]=[CH:4][N:5]([C:7]2[CH:12]=[CH:11][C:10]([NH:13][C:14]3[N:30]=[C:17]4[C@@H:18]([C:23]5[CH:28]=[CH:27][CH:26]=[CH:25][C:24]=5[F:29])[CH2:19][CH2:20][CH2:21][CH2:22][N:16]4[N:15]=3)=[CH:9][C:8]=2[O:31][CH3:32])[CH:6]=1, predict the reactants needed to synthesize it. The reactants are: [Cl:1][C:2]1[N:3]=[CH:4][N:5]([C:7]2[CH:12]=[CH:11][C:10]([NH:13][C:14]3[N:30]=[C:17]4[CH:18]([C:23]5[CH:28]=[CH:27][CH:26]=[CH:25][C:24]=5[F:29])[CH2:19][CH2:20][CH2:21][CH2:22][N:16]4[N:15]=3)=[CH:9][C:8]=2[O:31][CH3:32])[CH:6]=1.CO.